Predict the reaction yield, written as a fraction of the theoretical maximum amount of product (1.0 means a 100% yield; for example, 0.34 means a 34% yield). From a dataset of Reaction yield outcomes from USPTO patents with 853,638 reactions. (1) The reactants are [F:1][C:2]1[CH:10]=[C:9]2[C:5]([C:6]([C:11]3[CH:22]=[CH:21][C:14]4[NH:15][C:16]([CH2:18][C:19]#[N:20])=[N:17][C:13]=4[CH:12]=3)=[CH:7][NH:8]2)=[CH:4][CH:3]=1.C([O-])([O-])=[O:24].[K+].[K+].OO.C(Cl)Cl.CO. The catalyst is CS(C)=O.O. The product is [F:1][C:2]1[CH:10]=[C:9]2[C:5]([C:6]([C:11]3[CH:22]=[CH:21][C:14]4[N:15]=[C:16]([CH2:18][C:19]([NH2:20])=[O:24])[NH:17][C:13]=4[CH:12]=3)=[CH:7][NH:8]2)=[CH:4][CH:3]=1. The yield is 0.210. (2) The reactants are [NH2:1][C:2]1[CH:3]=[C:4]2[C:9](=[CH:10][CH:11]=1)[CH:8]=[C:7]([C:12]1[CH:17]=[CH:16][C:15]([OH:18])=[CH:14][CH:13]=1)[CH:6]=[CH:5]2.Cl[CH2:20][CH2:21][O:22][CH2:23][CH2:24][O:25][CH2:26][CH2:27][F:28].C(=O)([O-])[O-].[K+].[K+].CN(C=O)C. The catalyst is C(OCC)(=O)C.O. The product is [F:28][CH2:27][CH2:26][O:25][CH2:24][CH2:23][O:22][CH2:21][CH2:20][O:18][C:15]1[CH:16]=[CH:17][C:12]([C:7]2[CH:8]=[C:9]3[C:4](=[CH:5][CH:6]=2)[CH:3]=[C:2]([NH2:1])[CH:11]=[CH:10]3)=[CH:13][CH:14]=1. The yield is 0.720. (3) The reactants are [CH3:1][O:2][C:3](=[O:6])[CH2:4][NH2:5].[OH:7][C:8]1[CH:15]=[CH:14][C:11]([CH:12]=O)=[CH:10][CH:9]=1. No catalyst specified. The product is [OH:7][C:8]1[CH:15]=[CH:14][C:11]([CH2:12][NH:5][CH2:4][C:3]([O:2][CH3:1])=[O:6])=[CH:10][CH:9]=1. The yield is 0.400. (4) The reactants are [CH2:1](Br)[CH:2]([CH3:4])[CH3:3].C(=O)([O-])[O-].[K+].[K+].[Cl:12][C:13]1[N:21]=[C:20]2[C:16]([N:17]=[CH:18][NH:19]2)=[C:15]([N:22]2[CH2:27][CH2:26][O:25][CH2:24][CH2:23]2)[N:14]=1. The catalyst is CN(C)C=O. The product is [Cl:12][C:13]1[N:21]=[C:20]2[C:16]([N:17]=[CH:18][N:19]2[CH2:1][CH:2]([CH3:4])[CH3:3])=[C:15]([N:22]2[CH2:23][CH2:24][O:25][CH2:26][CH2:27]2)[N:14]=1. The yield is 1.00. (5) The reactants are [Cl:1][C:2]1[N:7]=[C:6]([N:8]([CH3:15])[S:9]([N:12]([CH3:14])[CH3:13])(=[O:11])=[O:10])[CH:5]=[C:4](Cl)[N:3]=1.[CH3:17][C:18]1[NH:22][N:21]=[C:20]([NH2:23])[CH:19]=1.CCN(C(C)C)C(C)C. The catalyst is CCCCO. The product is [Cl:1][C:2]1[N:7]=[C:6]([N:8]([CH3:15])[S:9]([N:12]([CH3:14])[CH3:13])(=[O:11])=[O:10])[CH:5]=[C:4]([NH:23][C:20]2[CH:19]=[C:18]([CH3:17])[NH:22][N:21]=2)[N:3]=1. The yield is 0.0970. (6) The yield is 0.996. The product is [CH:19]1([O:12][C:4]2[CH:5]=[C:6]([N+:9]([O-:11])=[O:10])[CH:7]=[CH:8][C:3]=2[O:2][CH3:1])[CH2:23][CH2:22][CH2:21][CH2:20]1. The catalyst is O.CCOCC.CO. The reactants are [CH3:1][O:2][C:3]1[CH:8]=[CH:7][C:6]([N+:9]([O-:11])=[O:10])=[CH:5][C:4]=1[OH:12].C(=O)([O-])[O-].[K+].[K+].[CH:19]1(Br)[CH2:23][CH2:22][CH2:21][CH2:20]1.C(Cl)Cl. (7) The reactants are [NH:1]1[CH:5]=[C:4]([C:6]2[C:7]3[CH:14]=[CH:13][N:12]([CH2:15][O:16][CH2:17][CH2:18][Si:19]([CH3:22])([CH3:21])[CH3:20])[C:8]=3[N:9]=[CH:10][N:11]=2)[CH:3]=[N:2]1.[CH:23]1(/[CH:28]=[CH:29]/[C:30]([O:32][CH3:33])=[O:31])[CH2:27][CH2:26][CH2:25][CH2:24]1.C1CCN2C(=NCCC2)CC1. The catalyst is C(#N)C. The product is [CH:23]1([CH:28]([N:1]2[CH:5]=[C:4]([C:6]3[C:7]4[CH:14]=[CH:13][N:12]([CH2:15][O:16][CH2:17][CH2:18][Si:19]([CH3:22])([CH3:21])[CH3:20])[C:8]=4[N:9]=[CH:10][N:11]=3)[CH:3]=[N:2]2)[CH2:29][C:30]([O:32][CH3:33])=[O:31])[CH2:27][CH2:26][CH2:25][CH2:24]1. The yield is 0.630. (8) The reactants are [CH2:1]([C:5]1[N:6]=[C:7]([CH3:27])[NH:8][C:9](=[O:26])[C:10]=1[CH2:11][C:12]1[CH:17]=[CH:16][C:15]([C:18]2[C:19]([C:24]#[N:25])=[CH:20][CH:21]=[CH:22][CH:23]=2)=[CH:14][CH:13]=1)[CH2:2][CH2:3][CH3:4].C(=O)([O-])[O-].[Cs+].[Cs+].I[CH2:35][C:36]([CH3:39])([CH3:38])[CH3:37].CN(C)C(=O)C. The catalyst is C(OCC)(=O)C. The product is [CH2:1]([C:5]1[N:6]=[C:7]([CH3:27])[N:8]([CH2:35][C:36]([CH3:39])([CH3:38])[CH3:37])[C:9](=[O:26])[C:10]=1[CH2:11][C:12]1[CH:17]=[CH:16][C:15]([C:18]2[C:19]([C:24]#[N:25])=[CH:20][CH:21]=[CH:22][CH:23]=2)=[CH:14][CH:13]=1)[CH2:2][CH2:3][CH3:4]. The yield is 0.300.